Predict which catalyst facilitates the given reaction. From a dataset of Catalyst prediction with 721,799 reactions and 888 catalyst types from USPTO. (1) The catalyst class is: 209. Reactant: [CH2:1]([C@H:3]1[CH2:8][O:7][CH2:6][C@H:5]([CH3:9])[N:4]1C(OC(C)(C)C)=O)[CH3:2]. Product: [CH2:1]([C@H:3]1[CH2:8][O:7][CH2:6][C@H:5]([CH3:9])[NH:4]1)[CH3:2]. (2) Reactant: C1(C)C=CC(S(OCCCC[CH:15]([C:28]2[CH:33]=[CH:32][CH:31]=[CH:30][CH:29]=2)[CH2:16][O:17][C:18]2[C:27]3[C:22](=[CH:23][CH:24]=[CH:25][CH:26]=3)[N:21]=[CH:20][N:19]=2)(=O)=O)=CC=1.[F-:35].[K+].C1N2CCOCCOCCN(CCOCCOCC2)CCOCCOC1.[CH2:63]1[CH2:67]O[CH2:65][CH2:64]1. Product: [F:35][CH2:65][CH2:64][CH2:63][CH2:67][C:31]1[CH:30]=[CH:29][C:28]([CH2:15][CH2:16][O:17][C:18]2[C:27]3[C:22](=[CH:23][CH:24]=[CH:25][CH:26]=3)[N:21]=[CH:20][N:19]=2)=[CH:33][CH:32]=1. The catalyst class is: 6. (3) Reactant: [OH:1][CH:2]([C:6]1[CH:11]=[CH:10][C:9]([C:12]2[N:16]=[C:15]([C:17]3[O:21][N:20]=[C:19]([C:22]4[CH:27]=[CH:26][CH:25]=[CH:24][CH:23]=4)[C:18]=3[C:28]([F:31])([F:30])[F:29])[O:14][N:13]=2)=[CH:8][CH:7]=1)[C:3]([OH:5])=O.CN1CCOCC1.[NH2:39][CH2:40][C:41]([NH2:43])=[O:42].CN(C(ON1N=NC2C=CC=NC1=2)=[N+](C)C)C.F[P-](F)(F)(F)(F)F. Product: [NH2:43][C:41](=[O:42])[CH2:40][NH:39][C:3](=[O:5])[CH:2]([OH:1])[C:6]1[CH:7]=[CH:8][C:9]([C:12]2[N:16]=[C:15]([C:17]3[O:21][N:20]=[C:19]([C:22]4[CH:27]=[CH:26][CH:25]=[CH:24][CH:23]=4)[C:18]=3[C:28]([F:30])([F:31])[F:29])[O:14][N:13]=2)=[CH:10][CH:11]=1. The catalyst class is: 3. (4) Reactant: [CH:1]1([N:6]2[CH2:12][C:11]([F:14])([F:13])[C:10](=[O:15])[N:9]([CH3:16])[C:8]3[CH:17]=[N:18][C:19]([NH:21][C:22]4[CH:30]=[CH:29][C:25]([C:26]([OH:28])=O)=[CH:24][C:23]=4[O:31][CH3:32])=[N:20][C:7]2=3)[CH2:5][CH2:4][CH2:3][CH2:2]1.[CH2:33]([N:35](C(C)C)C(C)C)C.Cl.CN. Product: [CH:1]1([N:6]2[CH2:12][C:11]([F:13])([F:14])[C:10](=[O:15])[N:9]([CH3:16])[C:8]3[CH:17]=[N:18][C:19]([NH:21][C:22]4[CH:30]=[CH:29][C:25]([C:26]([NH:35][CH3:33])=[O:28])=[CH:24][C:23]=4[O:31][CH3:32])=[N:20][C:7]2=3)[CH2:5][CH2:4][CH2:3][CH2:2]1. The catalyst class is: 9. (5) Reactant: [CH3:1][N:2]1[CH:6]=[CH:5][N:4]=[C:3]1[C:7]1[S:8][CH:9]=[CH:10][CH:11]=1.C1C(=O)N([I:19])C(=O)C1. Product: [I:19][C:6]1[N:2]([CH3:1])[C:3]([C:7]2[S:8][CH:9]=[CH:10][CH:11]=2)=[N:4][CH:5]=1. The catalyst class is: 115.